Task: Predict the reactants needed to synthesize the given product.. Dataset: Full USPTO retrosynthesis dataset with 1.9M reactions from patents (1976-2016) (1) Given the product [CH3:7][CH:8]([OH:9])[CH2:13][O:86][CH:73]([CH2:72][OH:87])[CH3:74], predict the reactants needed to synthesize it. The reactants are: CC1C(C)=C2C(C[CH2:7][C@:8](CCC[C@@H](CCC[C@@H](CCCC(C)C)C)C)([CH3:13])[O:9]2)=C(C)C=1O.CCCCCCCCCCCCCCCC(OC/C=C(/C=C/C=C(/C=C/C1C(C)(C)CCCC=1C)\C)\C)=O.C1C(C=CC2C=C(O)C=C(O)C=2)=[CH:74][C:73]([OH:86])=[C:72]([OH:87])C=1. (2) The reactants are: [C:1]([C@H:5]1[CH2:10][CH2:9][C@H:8]([N:11]([C:28]2[N:32]([CH3:33])[C:31]3[CH:34]=[CH:35][C:36]([OH:38])=[CH:37][C:30]=3[N:29]=2)[CH:12]2[C:20]3[C:15](=[CH:16][C:17]([C:21]([O:23][CH2:24][CH2:25][CH2:26][CH3:27])=[O:22])=[CH:18][CH:19]=3)[CH2:14][CH2:13]2)[CH2:7][CH2:6]1)([CH3:4])([CH3:3])[CH3:2].[CH2:39](O)[CH2:40][CH3:41].N(C(OC(C)C)=O)=NC(OC(C)C)=O.C1C=CC(P(C2C=CC=CC=2)C2C=CC=CC=2)=CC=1. Given the product [C:1]([C@H:5]1[CH2:6][CH2:7][C@H:8]([N:11]([C:28]2[N:32]([CH3:33])[C:31]3[CH:34]=[CH:35][C:36]([O:38][CH2:39][CH2:40][CH3:41])=[CH:37][C:30]=3[N:29]=2)[CH:12]2[C:20]3[C:15](=[CH:16][C:17]([C:21]([O:23][CH2:24][CH2:25][CH2:26][CH3:27])=[O:22])=[CH:18][CH:19]=3)[CH2:14][CH2:13]2)[CH2:9][CH2:10]1)([CH3:2])([CH3:3])[CH3:4], predict the reactants needed to synthesize it.